Dataset: Full USPTO retrosynthesis dataset with 1.9M reactions from patents (1976-2016). Task: Predict the reactants needed to synthesize the given product. (1) The reactants are: C([Li])CCC.CC1(C)CCCC(C)(C)N1.[C:16]([N:23]1[CH2:28][CH2:27][CH:26]([C:29]#[N:30])[CH2:25][CH2:24]1)([O:18][C:19]([CH3:22])([CH3:21])[CH3:20])=[O:17].[Cl:31][C:32]1[N:37]=[C:36](Cl)[CH:35]=[C:34]([Cl:39])[N:33]=1. Given the product [C:29]([C:26]1([C:36]2[CH:35]=[C:34]([Cl:39])[N:33]=[C:32]([Cl:31])[N:37]=2)[CH2:27][CH2:28][N:23]([C:16]([O:18][C:19]([CH3:22])([CH3:21])[CH3:20])=[O:17])[CH2:24][CH2:25]1)#[N:30], predict the reactants needed to synthesize it. (2) Given the product [N:1]1([C:14](=[S:15])[NH2:13])[CH2:6][CH2:5][CH2:4][CH2:3][CH2:2]1, predict the reactants needed to synthesize it. The reactants are: [NH:1]1[CH2:6][CH2:5][CH2:4][CH2:3][CH2:2]1.C[S+]([O-])CCCC[N:13]=[C:14]=[S:15]. (3) Given the product [Cl:1][C:2]1[N:3]=[C:4]([C:10]2([C:14]#[N:15])[CH2:13][CH2:12][CH2:11]2)[CH:5]=[C:6]([Cl:8])[N:7]=1, predict the reactants needed to synthesize it. The reactants are: [Cl:1][C:2]1[N:7]=[C:6]([Cl:8])[CH:5]=[C:4](Cl)[N:3]=1.[CH:10]1([C:14]#[N:15])[CH2:13][CH2:12][CH2:11]1.C[Si]([N-][Si](C)(C)C)(C)C.[Li+]. (4) Given the product [C:21]([O:20][CH:15]([C:8]1[N:9]([CH3:14])[C:10](=[O:13])[C:11]2[C:6]([C:7]=1[C:25]1[CH:30]=[CH:29][C:28]([CH3:31])=[C:27]([CH3:32])[CH:26]=1)=[CH:5][CH:4]=[C:3]([CH2:2][NH:1][C:43]([C:44]([OH:46])=[O:45])=[O:48])[CH:12]=2)[C:16]([OH:49])=[O:17])([CH3:23])([CH3:24])[CH3:22], predict the reactants needed to synthesize it. The reactants are: [NH2:1][CH2:2][C:3]1[CH:12]=[C:11]2[C:6]([C:7]([C:25]3[CH:30]=[CH:29][C:28]([CH3:31])=[C:27]([CH3:32])[CH:26]=3)=[C:8]([CH:15]([O:20][C:21]([CH3:24])([CH3:23])[CH3:22])[C:16](OC)=[O:17])[N:9]([CH3:14])[C:10]2=[O:13])=[CH:5][CH:4]=1.CCN(C(C)C)C(C)C.Cl[C:43](=[O:48])[C:44]([O:46]C)=[O:45].[O:49]1CCCC1. (5) Given the product [C:30]1([C:27]2[S:26][C:25]([NH:24][C:21]([C:19]3[CH:18]=[CH:17][C:16]4[N:12]([CH2:11][CH2:10][CH2:9][NH2:8])[CH:13]=[N:14][C:15]=4[CH:20]=3)=[O:23])=[N:29][N:28]=2)[CH:31]=[CH:32][CH:33]=[CH:34][CH:35]=1, predict the reactants needed to synthesize it. The reactants are: C(OC([NH:8][CH2:9][CH2:10][CH2:11][N:12]1[C:16]2[CH:17]=[CH:18][C:19]([C:21]([OH:23])=O)=[CH:20][C:15]=2[N:14]=[CH:13]1)=O)(C)(C)C.[NH2:24][C:25]1[S:26][C:27]([C:30]2[CH:35]=[CH:34][CH:33]=[CH:32][CH:31]=2)=[N:28][N:29]=1. (6) Given the product [Cl:17][C:5]1[C:6]([C:8]2[CH:9]=[N:10][N:11]3[CH:16]=[CH:15][CH:14]=[CH:13][C:12]=23)=[N:7][C:2]([NH:23][C:22]2[CH:24]=[C:25]([N+:26]([O-:28])=[O:27])[C:19]([F:18])=[CH:20][C:21]=2[O:29][CH3:30])=[N:3][CH:4]=1, predict the reactants needed to synthesize it. The reactants are: Cl[C:2]1[N:7]=[C:6]([C:8]2[CH:9]=[N:10][N:11]3[CH:16]=[CH:15][CH:14]=[CH:13][C:12]=23)[C:5]([Cl:17])=[CH:4][N:3]=1.[F:18][C:19]1[C:25]([N+:26]([O-:28])=[O:27])=[CH:24][C:22]([NH2:23])=[C:21]([O:29][CH3:30])[CH:20]=1.O.C1(C)C=CC(S(O)(=O)=O)=CC=1.